Dataset: Catalyst prediction with 721,799 reactions and 888 catalyst types from USPTO. Task: Predict which catalyst facilitates the given reaction. Reactant: C([O:3][C:4](=[O:37])[CH:5]=[CH:6][C:7]1[CH:12]=[C:11]([Cl:13])[C:10]([O:14][C:15]2[C:20]([C:21]([N:23]3[C:32]4[C:27](=[CH:28][CH:29]=[CH:30][CH:31]=4)[N:26]([CH:33]4[CH2:35][CH2:34]4)[CH2:25][CH2:24]3)=[O:22])=[CH:19][CH:18]=[CH:17][N:16]=2)=[CH:9][C:8]=1[Cl:36])C.C1COCC1.[OH-].[Na+].Cl. Product: [Cl:36][C:8]1[CH:9]=[C:10]([O:14][C:15]2[C:20]([C:21]([N:23]3[C:32]4[C:27](=[CH:28][CH:29]=[CH:30][CH:31]=4)[N:26]([CH:33]4[CH2:34][CH2:35]4)[CH2:25][CH2:24]3)=[O:22])=[CH:19][CH:18]=[CH:17][N:16]=2)[C:11]([Cl:13])=[CH:12][C:7]=1[CH:6]=[CH:5][C:4]([OH:37])=[O:3]. The catalyst class is: 6.